From a dataset of Cav3 T-type calcium channel HTS with 100,875 compounds. Binary Classification. Given a drug SMILES string, predict its activity (active/inactive) in a high-throughput screening assay against a specified biological target. (1) The compound is O1C2(N(C(=O)C(C(C2)c2c1cccc2)C(=O)Nc1ccc(OC)cc1)C)C. The result is 0 (inactive). (2) The result is 0 (inactive). The compound is Clc1c(NCCNc2ncccc2[N+]([O-])=O)ncc(c1)C(F)(F)F. (3) The result is 0 (inactive). The drug is s1c(C(=O)NNC(=S)NCC)ccc1. (4) The molecule is O=c1n(CC(=O)NCc2occc2)cnc2n(ncc12)C(C)(C)C. The result is 0 (inactive). (5) The compound is Clc1c(S(=O)(=O)Nc2cc3OCOc3cc2)cc(OCC(=O)NC2CCCCC2)c(c1)C. The result is 1 (active). (6) The compound is O=c1n(c(nc2c1cccc2)CCC)c1cc(OC)ccc1. The result is 0 (inactive). (7) The result is 0 (inactive). The compound is O=C1N(C(=O)C2C1C1CC2C=C1)C(NC(=O)Nc1c(n(n(c1=O)c1ccccc1)C)C)C.